Task: Predict which catalyst facilitates the given reaction.. Dataset: Catalyst prediction with 721,799 reactions and 888 catalyst types from USPTO (1) Product: [Br:1][C:2]1[C:11]([O:12][CH2:13][C:14]2[N:32]=[N:33][NH:34][N:15]=2)=[CH:10][CH:9]=[C:8]2[C:3]=1[CH:4]=[CH:5][C:6]([NH:16][C:17]([C:19]1[C:23]3[CH:24]=[CH:25][CH:26]=[CH:27][C:22]=3[O:21][C:20]=1[CH2:28][CH2:29][CH2:30][CH3:31])=[O:18])=[CH:7]2. The catalyst class is: 18. Reactant: [Br:1][C:2]1[C:11]([O:12][CH2:13][C:14]#[N:15])=[CH:10][CH:9]=[C:8]2[C:3]=1[CH:4]=[CH:5][C:6]([NH:16][C:17]([C:19]1[C:23]3[CH:24]=[CH:25][CH:26]=[CH:27][C:22]=3[O:21][C:20]=1[CH2:28][CH2:29][CH2:30][CH3:31])=[O:18])=[CH:7]2.[N-:32]=[N+:33]=[N-:34].[Na+].[Cl-].[NH4+].[OH-].[Na+]. (2) Reactant: [CH3:1][C:2]1([CH2:9][C:10]([CH3:12])=[CH2:11])[CH2:6][O:5][S:4](=[O:8])(=[O:7])[NH:3]1.CC(C)([O-])C.[K+].[C:19](Cl)(=[O:28])[O:20][CH2:21][C:22]1[CH:27]=[CH:26][CH:25]=[CH:24][CH:23]=1. Product: [CH3:1][C:2]1([CH2:9][C:10]([CH3:12])=[CH2:11])[CH2:6][O:5][S:4](=[O:8])(=[O:7])[N:3]1[C:19]([O:20][CH2:21][C:22]1[CH:27]=[CH:26][CH:25]=[CH:24][CH:23]=1)=[O:28]. The catalyst class is: 1. (3) Reactant: [CH2:1]([CH:4]([C:9]([O:11]C)=O)[C:5]([O:7]C)=O)[C:2]#[CH:3].Cl.[C:14]([NH2:17])(=[NH:16])[CH3:15]. Product: [CH3:15][C:14]1[N:17]=[C:5]([OH:7])[C:4]([CH2:1][C:2]#[CH:3])=[C:9]([OH:11])[N:16]=1. The catalyst class is: 5. (4) Reactant: Br[C:2]1[CH:3]=[CH:4][C:5]([O:9][C:10]2[CH:15]=[CH:14][CH:13]=[CH:12][C:11]=2[C:16]([CH3:19])([CH3:18])[CH3:17])=[C:6]([CH:8]=1)[NH2:7].B([C:23]1[CH:31]=[CH:30][CH:29]=[CH:28][C:24]=1[C:25]([OH:27])=[O:26])(O)O.C(=O)([O-])[O-].[K+].[K+].Cl. Product: [NH2:7][C:6]1[CH:8]=[C:2]([C:23]2[C:24]([C:25]([OH:27])=[O:26])=[CH:28][CH:29]=[CH:30][CH:31]=2)[CH:3]=[CH:4][C:5]=1[O:9][C:10]1[CH:15]=[CH:14][CH:13]=[CH:12][C:11]=1[C:16]([CH3:19])([CH3:18])[CH3:17]. The catalyst class is: 128. (5) Reactant: C([O:3][C:4]([C:6]1[N:7]=[C:8]([CH2:11][O:12][C:13]2[CH:18]=[CH:17][C:16]([C:19]3[CH:24]=[C:23]([F:25])[C:22]([F:26])=[CH:21][C:20]=3[O:27][CH3:28])=[CH:15][CH:14]=2)[S:9][CH:10]=1)=O)C.[BH4-].[Li+].O. Product: [F:26][C:22]1[C:23]([F:25])=[CH:24][C:19]([C:16]2[CH:15]=[CH:14][C:13]([O:12][CH2:11][C:8]3[S:9][CH:10]=[C:6]([CH2:4][OH:3])[N:7]=3)=[CH:18][CH:17]=2)=[C:20]([O:27][CH3:28])[CH:21]=1. The catalyst class is: 7.